This data is from Reaction yield outcomes from USPTO patents with 853,638 reactions. The task is: Predict the reaction yield, written as a fraction of the theoretical maximum amount of product (1.0 means a 100% yield; for example, 0.34 means a 34% yield). (1) The reactants are Cl.[NH2:2][C@H:3]([C:5]([O:7][C:8]([CH3:11])([CH3:10])[CH3:9])=[O:6])[CH3:4].C(Cl)Cl.CC(C=O)(C)C. The catalyst is CCOCC. The product is [NH2:2][C@H:3]([C:5]([O:7][C:8]([CH3:11])([CH3:10])[CH3:9])=[O:6])[CH3:4]. The yield is 1.00. (2) The reactants are Br[CH2:2][C:3]([C:5]1[CH:10]=[CH:9][C:8]([Cl:11])=[CH:7][C:6]=1[Cl:12])=O.[CH3:13][O:14][C:15]1[CH:16]=[C:17]([NH:27][C:28]([NH2:30])=[S:29])[CH:18]=[CH:19][C:20]=1[N:21]1[CH:25]=[C:24]([CH3:26])[N:23]=[CH:22]1. The yield is 0.990. The catalyst is C(OCC)C. The product is [Cl:12][C:6]1[CH:7]=[C:8]([Cl:11])[CH:9]=[CH:10][C:5]=1[C:3]1[N:30]=[C:28]([NH:27][C:17]2[CH:18]=[CH:19][C:20]([N:21]3[CH:25]=[C:24]([CH3:26])[N:23]=[CH:22]3)=[C:15]([O:14][CH3:13])[CH:16]=2)[S:29][CH:2]=1. (3) The reactants are Cl.[NH2:2][CH:3]([CH2:7][NH2:8])[C:4]([OH:6])=[O:5].[Cl:9][C:10]1[CH:15]=[CH:14][C:13]([C:16](=O)[C:17]([C:19]2[CH:24]=[CH:23][C:22]([Cl:25])=[CH:21][CH:20]=2)=O)=[CH:12][CH:11]=1.[OH-].[Na+]. The catalyst is CO. The product is [Cl:9][C:10]1[CH:11]=[CH:12][C:13]([C:16]2[N:8]=[CH:7][C:3]([C:4]([OH:6])=[O:5])=[N:2][C:17]=2[C:19]2[CH:20]=[CH:21][C:22]([Cl:25])=[CH:23][CH:24]=2)=[CH:14][CH:15]=1. The yield is 0.260.